From a dataset of Full USPTO retrosynthesis dataset with 1.9M reactions from patents (1976-2016). Predict the reactants needed to synthesize the given product. The reactants are: F[C:2]1C=CC(C2C=C(C)N=CC=2NC)=C(OC)C=1.[F:19][C:20]1[CH:25]=[CH:24][C:23]([C:26]2[CH:31]=[CH:30][N:29]=[CH:28][C:27]=2[N:32]([CH3:54])[C:33](=[O:53])[C:34]2[CH:39]=[C:38]([C:40]([F:43])([F:42])[F:41])[CH:37]=[C:36]([S:44]([N:47]3[CH2:52][CH2:51][O:50][CH2:49][CH2:48]3)(=[O:46])=[O:45])[CH:35]=2)=[C:22]([O:55][CH3:56])[CH:21]=1. Given the product [F:19][C:20]1[CH:25]=[CH:24][C:23]([C:26]2[CH:31]=[C:30]([CH3:2])[N:29]=[CH:28][C:27]=2[N:32]([CH3:54])[C:33](=[O:53])[C:34]2[CH:39]=[C:38]([C:40]([F:41])([F:43])[F:42])[CH:37]=[C:36]([S:44]([N:47]3[CH2:52][CH2:51][O:50][CH2:49][CH2:48]3)(=[O:45])=[O:46])[CH:35]=2)=[C:22]([O:55][CH3:56])[CH:21]=1, predict the reactants needed to synthesize it.